This data is from Full USPTO retrosynthesis dataset with 1.9M reactions from patents (1976-2016). The task is: Predict the reactants needed to synthesize the given product. (1) Given the product [I-:25].[CH3:26][N+:18]12[CH2:19][CH2:20][CH:21]([CH2:22][CH2:23]1)[CH:16]([CH2:15][O:14][C:13](=[O:24])[NH:12][C:11]1[CH:10]=[CH:9][S:8][C:7]=1[C:1]1[CH:6]=[CH:5][CH:4]=[CH:3][CH:2]=1)[CH2:17]2, predict the reactants needed to synthesize it. The reactants are: [C:1]1([C:7]2[S:8][CH:9]=[CH:10][C:11]=2[NH:12][C:13](=[O:24])[O:14][CH2:15][CH:16]2[CH:21]3[CH2:22][CH2:23][N:18]([CH2:19][CH2:20]3)[CH2:17]2)[CH:6]=[CH:5][CH:4]=[CH:3][CH:2]=1.[I:25][CH3:26]. (2) Given the product [F:12][C:9]([F:10])([F:11])[C:7]1[CH:6]=[C:5]([C@H:13]([N:15]([CH3:41])[C:16]([N:18]2[CH2:23][CH2:22][N:21]3[C:24](=[O:33])[C:25]4([CH2:30][CH2:31][O:29][CH2:28][CH2:27]4)[CH2:26][C@H:20]3[C@@H:19]2[C:34]2[CH:39]=[CH:38][CH:37]=[CH:36][C:35]=2[CH3:40])=[O:17])[CH3:14])[CH:4]=[C:3]([C:2]([F:1])([F:42])[F:43])[CH:8]=1, predict the reactants needed to synthesize it. The reactants are: [F:1][C:2]([F:43])([F:42])[C:3]1[CH:4]=[C:5]([C@H:13]([N:15]([CH3:41])[C:16]([N:18]2[CH2:23][CH2:22][N:21]3[C:24](=[O:33])[C:25]([CH2:30][CH2:31]O)([CH2:27][CH2:28][OH:29])[CH2:26][C@H:20]3[C@@H:19]2[C:34]2[CH:39]=[CH:38][CH:37]=[CH:36][C:35]=2[CH3:40])=[O:17])[CH3:14])[CH:6]=[C:7]([C:9]([F:12])([F:11])[F:10])[CH:8]=1.CS(Cl)(=O)=O. (3) Given the product [OH:18][C:19]1[CH:20]=[CH:21][C:22]([CH2:23][CH:29]([O:28][CH3:27])[C:30]([O:32][CH3:33])=[O:31])=[CH:25][CH:26]=1, predict the reactants needed to synthesize it. The reactants are: C[Si]([N-][Si](C)(C)C)(C)C.[Na+].[CH2:23]([O:18][C:19]1[CH:26]=[CH:25][C:22]([CH:23]=[O:18])=[CH:21][CH:20]=1)[C:22]1[CH:25]=[CH:26][CH:19]=[CH:20][CH:21]=1.[CH3:27][O:28][CH2:29][C:30]([O:32][CH3:33])=[O:31].Cl.N1C=CC=CC=1.FC(F)(F)C(OC(=O)C(F)(F)F)=O. (4) Given the product [Cl:1][C:2]1[CH:3]=[C:4]2[C:12](=[CH:13][CH:14]=1)[NH:11][C:10]1[CH:9]([C:15]3[CH:20]=[CH:19][C:18]([CH3:21])=[CH:17][CH:16]=3)[N:8]([C:23]([O:25][CH2:26][C:27]3[CH:32]=[CH:31][CH:30]=[CH:29][CH:28]=3)=[O:24])[CH2:7][CH2:6][C:5]2=1, predict the reactants needed to synthesize it. The reactants are: [Cl:1][C:2]1[CH:3]=[C:4]2[C:12](=[CH:13][CH:14]=1)[NH:11][C:10]1[CH:9]([C:15]3[CH:20]=[CH:19][C:18]([CH3:21])=[CH:17][CH:16]=3)[NH:8][CH2:7][CH2:6][C:5]2=1.Cl[C:23]([O:25][CH2:26][C:27]1[CH:32]=[CH:31][CH:30]=[CH:29][CH:28]=1)=[O:24]. (5) Given the product [Br:24][C:25]1[CH:30]=[CH:29][C:28]([CH2:31][C:6]2([C:9]([O:11][CH3:12])=[O:10])[CH2:5][CH2:4][CH:3]([CH:2]([F:13])[F:1])[CH2:8][CH2:7]2)=[C:27]([I:33])[CH:26]=1, predict the reactants needed to synthesize it. The reactants are: [F:1][CH:2]([F:13])[CH:3]1[CH2:8][CH2:7][CH:6]([C:9]([O:11][CH3:12])=[O:10])[CH2:5][CH2:4]1.N#N.C([N-]C(C)C)(C)C.[Li+].[Br:24][C:25]1[CH:30]=[CH:29][C:28]([CH2:31]Br)=[C:27]([I:33])[CH:26]=1. (6) Given the product [F:28][CH:12]([F:11])[C:13]1[CH:14]=[C:15]2[C:20](=[N:21][C:22]=1[CH:23]([O:24][CH3:25])[O:26][CH3:27])[N:19]([C:36]([O:35][C:29]1[CH:34]=[CH:33][CH:32]=[CH:31][CH:30]=1)=[O:37])[CH2:18][CH2:17][CH2:16]2, predict the reactants needed to synthesize it. The reactants are: [Li+].C[Si]([N-][Si](C)(C)C)(C)C.[F:11][CH:12]([F:28])[C:13]1[CH:14]=[C:15]2[C:20](=[N:21][C:22]=1[CH:23]([O:26][CH3:27])[O:24][CH3:25])[NH:19][CH2:18][CH2:17][CH2:16]2.[C:29]1([O:35][C:36](=O)[O:37]C2C=CC=CC=2)[CH:34]=[CH:33][CH:32]=[CH:31][CH:30]=1.